Dataset: Reaction yield outcomes from USPTO patents with 853,638 reactions. Task: Predict the reaction yield, written as a fraction of the theoretical maximum amount of product (1.0 means a 100% yield; for example, 0.34 means a 34% yield). (1) The reactants are [OH:1][C:2]1[CH:3]=[C:4]([CH:9]=[C:10]([OH:13])[C:11]=1[OH:12])[C:5]([O:7][CH3:8])=[O:6].CC1C=CC(S(O[CH2:25][CH2:26][O:27][CH2:28][CH2:29][O:30][CH2:31][CH2:32][O:33][CH2:34][CH2:35][O:36][CH2:37][CH2:38][O:39][CH2:40][CH2:41][O:42][CH2:43][CH2:44][O:45][CH2:46][CH2:47][O:48][CH2:49][CH2:50][O:51][CH2:52][CH2:53][O:54][CH2:55][CH2:56][O:57][CH3:58])(=O)=O)=CC=1.[CH2:59]1[O:76][CH2:75][CH2:74][O:73][CH2:72][CH2:71][O:70][CH2:69][CH2:68][O:67][CH2:66][CH2:65][O:64][CH2:63][CH2:62][O:61][CH2:60]1. The catalyst is CC(C)=O. The product is [CH3:58][O:57][CH2:56][CH2:55][O:54][CH2:53][CH2:52][O:51][CH2:50][CH2:49][O:48][CH2:47][CH2:46][O:45][CH2:44][CH2:43][O:42][CH2:41][CH2:40][O:39][CH2:38][CH2:37][O:36][CH2:35][CH2:34][O:33][CH2:32][CH2:31][O:30][CH2:29][CH2:28][O:27][CH2:26][CH2:25][O:1][C:2]1[CH:3]=[C:4]([CH:9]=[C:10]([O:13][CH2:25][CH2:26][O:27][CH2:28][CH2:29][O:30][CH2:31][CH2:32][O:33][CH2:34][CH2:35][O:36][CH2:37][CH2:38][O:39][CH2:40][CH2:41][O:42][CH2:43][CH2:44][O:45][CH2:46][CH2:47][O:48][CH2:49][CH2:50][O:51][CH2:52][CH2:53][O:54][CH2:55][CH2:56][O:57][CH3:58])[C:11]=1[O:12][CH2:25][CH2:26][O:27][CH2:28][CH2:29][O:30][CH2:31][CH2:32][O:33][CH2:34][CH2:35][O:36][CH2:37][CH2:59][O:76][CH2:75][CH2:74][O:73][CH2:72][CH2:71][O:70][CH2:69][CH2:68][O:67][CH2:66][CH2:65][O:64][CH2:63][CH2:62][O:61][CH2:60][CH2:38][O:39][CH3:40])[C:5]([O:7][CH3:8])=[O:6]. The yield is 0.480. (2) The reactants are [CH3:1][C:2](/[CH:4]=[N:5]/O)=O.[CH3:7][C:8]1([CH3:16])[CH2:13][C:12](=O)[CH2:11][C:10](=[O:15])[CH2:9]1. The catalyst is OC(C)=O.O.[Zn]. The product is [CH3:1][C:2]1[C:11]2[C:10](=[O:15])[CH2:9][C:8]([CH3:7])([CH3:16])[CH2:13][C:12]=2[NH:5][CH:4]=1. The yield is 0.450. (3) The catalyst is CO.C(O)(=O)C. The yield is 0.930. The product is [F:1][C:2]1[CH:7]=[CH:6][C:5]([N:8]2[C:11](=[O:12])[C@H:10]([S:13][CH2:14][CH:15]([OH:16])[C:17]3[CH:18]=[CH:19][C:20]([O:23][CH3:24])=[CH:21][CH:22]=3)[C@H:9]2[C:25]2[CH:26]=[CH:27][C:28]([O:29][CH2:30][C:31]([NH:33][CH2:34][C:35]([NH:37][C@@H:38]([C:42]([OH:44])=[O:43])[CH:39]([CH3:41])[CH3:40])=[O:36])=[O:32])=[CH:45][CH:46]=2)=[CH:4][CH:3]=1. The reactants are [F:1][C:2]1[CH:7]=[CH:6][C:5]([N:8]2[C:11](=[O:12])[C@H:10]([S:13][CH2:14][C:15]([C:17]3[CH:22]=[CH:21][C:20]([O:23][CH3:24])=[CH:19][CH:18]=3)=[O:16])[C@H:9]2[C:25]2[CH:46]=[CH:45][C:28]([O:29][CH2:30][C:31]([NH:33][CH2:34][C:35]([NH:37][C@@H:38]([C:42]([OH:44])=[O:43])[CH:39]([CH3:41])[CH3:40])=[O:36])=[O:32])=[CH:27][CH:26]=2)=[CH:4][CH:3]=1. (4) The reactants are [H-].[H-].[H-].[H-].[Li+].[Al+3].C1COCC1.O=[C:13]1[CH:17]([C:18]2[C:26]3[C:21](=[C:22]([C:33](OC)=[O:34])[CH:23]=[C:24]([C:27]4[CH:32]=[CH:31][CH:30]=[CH:29][CH:28]=4)[CH:25]=3)[NH:20][CH:19]=2)[CH2:16][C:15](=O)[NH:14]1.O. The catalyst is CCOC(C)=O. The product is [C:27]1([C:24]2[CH:25]=[C:26]3[C:21](=[C:22]([CH2:33][OH:34])[CH:23]=2)[NH:20][CH:19]=[C:18]3[CH:17]2[CH2:16][CH2:15][NH:14][CH2:13]2)[CH:28]=[CH:29][CH:30]=[CH:31][CH:32]=1. The yield is 0.650. (5) The reactants are C[Si]([C:5]#[C:6][C:7]1[C:8]([NH2:14])=[N:9][C:10]([NH2:13])=[CH:11][CH:12]=1)(C)C.[F-].C([N+](CCCC)(CCCC)CCCC)CCC.O. The catalyst is O1CCCC1. The product is [C:6]([C:7]1[C:8]([NH2:14])=[N:9][C:10]([NH2:13])=[CH:11][CH:12]=1)#[CH:5]. The yield is 0.738.